Task: Regression/Classification. Given a drug SMILES string, predict its absorption, distribution, metabolism, or excretion properties. Task type varies by dataset: regression for continuous measurements (e.g., permeability, clearance, half-life) or binary classification for categorical outcomes (e.g., BBB penetration, CYP inhibition). Dataset: cyp2c19_veith.. Dataset: CYP2C19 inhibition data for predicting drug metabolism from PubChem BioAssay (1) The molecule is Cc1cc(NS(=O)(=O)c2ccc(NC(=O)CN3C(=O)c4ccccc4C3=O)cc2)nc(C)n1. The result is 0 (non-inhibitor). (2) The compound is Cc1ccc(S(=O)(=O)NCCn2c(C)cc3ccccc32)cc1. The result is 1 (inhibitor). (3) The compound is COC(=O)[C@@]1(Cc2ccccc2)[C@H]2c3cc(C(=O)N4CCCC4)n(Cc4c(CO)[nH]cc(C)c4=O)c3C[C@H]2CN1C(=O)c1ccccc1. The result is 1 (inhibitor).